This data is from Peptide-MHC class I binding affinity with 185,985 pairs from IEDB/IMGT. The task is: Regression. Given a peptide amino acid sequence and an MHC pseudo amino acid sequence, predict their binding affinity value. This is MHC class I binding data. (1) The peptide sequence is YQTDSGCWY. The MHC is HLA-B15:01 with pseudo-sequence HLA-B15:01. The binding affinity (normalized) is 0.334. (2) The peptide sequence is REAVNHLPREL. The MHC is Mamu-B03 with pseudo-sequence Mamu-B03. The binding affinity (normalized) is 0.370. (3) The peptide sequence is KSWLVHKQW. The MHC is HLA-B57:01 with pseudo-sequence HLA-B57:01. The binding affinity (normalized) is 0.836. (4) The peptide sequence is VKKLWGHLP. The MHC is HLA-A11:01 with pseudo-sequence HLA-A11:01. The binding affinity (normalized) is 0.0847. (5) The peptide sequence is PDIGELFGL. The MHC is HLA-B45:01 with pseudo-sequence HLA-B45:01. The binding affinity (normalized) is 0. (6) The peptide sequence is FEEHLAPFMS. The MHC is HLA-B40:01 with pseudo-sequence HLA-B40:01. The binding affinity (normalized) is 0.282. (7) The peptide sequence is NPAACSYMV. The MHC is HLA-A26:01 with pseudo-sequence HLA-A26:01. The binding affinity (normalized) is 0.0847. (8) The peptide sequence is FIRRKYLIY. The MHC is HLA-A31:01 with pseudo-sequence HLA-A31:01. The binding affinity (normalized) is 0.